This data is from Experimentally validated miRNA-target interactions with 360,000+ pairs, plus equal number of negative samples. The task is: Binary Classification. Given a miRNA mature sequence and a target amino acid sequence, predict their likelihood of interaction. (1) The miRNA is hsa-miR-206 with sequence UGGAAUGUAAGGAAGUGUGUGG. The protein sequence of the target gene is MWCLLRGLGRPGALARGALGQQQSLGARALASAGSESRDEYSYVVVGAGSAGCVLAGRLTEDPAERVLLLEAGPKDVLAGSKRLSWKIHMPAALVANLCDDRYNWCYHTEVQRGLDGRVLYWPRGRVWGGSSSLNAMVYVRGHAEDYERWQRQGARGWDYAHCLPYFRKAQGHELGASRYRGADGPLRVSRGKTNHPLHCAFLEATQQAGYPLTEDMNGFQQEGFGWMDMTIHEGKRWSAACAYLHPALSRTNLKAEAETLVSRVLFEGTRAVGVEYVKNGQSHRAYASKEVILSGGAIN.... Result: 0 (no interaction). (2) The miRNA is hsa-miR-6864-5p with sequence UUGAAGGGACAAGUCAGAUAUGCC. The protein sequence of the target gene is MGLLDSEPGSVLNAMSTAFNDTVEFYRWTWTIADKRVADWPLMQSPWPTISISTLYLLFVWLGPKWMKDREPFQMRLVLIIYNFGMVLLNLFIFRELFMGSYNAGYSYICQSVDYSNDVNEVRIAGALWWYFVSKGVEYLDTVFFILRKKNNQVSFLHVYHHCTMFTLWWIGIKWVAGGQAFFGAQMNSFIHVIMYSYYGLTAFGPWIQKYLWWKRYLTMLQLVQFHVTIGHTALSLYTDCPFPKWMHWALIAYAISFIFLFLNFYTRTYNEPKQSKTGKTATNGISSNGVNKSEKALEN.... Result: 0 (no interaction). (3) The miRNA is hsa-miR-3910 with sequence AAAGGCAUAAAACCAAGACA. The protein sequence of the target gene is MMKLRHKNKKPGEGSKGHKKISWPYPQPAKQNGKKATSKVPSAPHFVHPNDHANREAELKKKWVEEMREKQQAAREQERQKRRTIESYCQDVLRRQEEFEHKEEVLQELNMFPQLDDEATRKAYYKEFRKVVEYSDVILEVLDARDPLGCRCFQMEEAVLRAQGNKKLVLVLNKIDLVPKEVVEKWLDYLRNELPTVAFKASTQHQVKNLNRCSVPVDQASESLLKSKACFGAENLMRVLGNYCRLGEVRTHIRVGVVGLPNVGKSSLINSLKRSRACSVGAVPGITKFMQEVYLDKFIR.... Result: 1 (interaction).